Dataset: Catalyst prediction with 721,799 reactions and 888 catalyst types from USPTO. Task: Predict which catalyst facilitates the given reaction. Reactant: [CH2:1]1[N:12]2[C:13]3[C:9]([C@@H:10]4[CH2:17][NH:16][CH2:15][CH2:14][C@@H:11]42)=[CH:8][C:7]([NH:18][C:19]2[CH:24]=[CH:23][C:22]([CH3:25])=[CH:21][C:20]=2[C:26](=[O:28])[CH3:27])=[CH:6][C:5]=3[CH2:4][O:3][CH2:2]1.[BH4-].[Na+]. Product: [CH2:1]1[N:12]2[C:13]3[C:9]([C@@H:10]4[CH2:17][NH:16][CH2:15][CH2:14][C@@H:11]42)=[CH:8][C:7]([NH:18][C:19]2[CH:24]=[CH:23][C:22]([CH3:25])=[CH:21][C:20]=2[CH:26]([OH:28])[CH3:27])=[CH:6][C:5]=3[CH2:4][O:3][CH2:2]1. The catalyst class is: 125.